Dataset: Forward reaction prediction with 1.9M reactions from USPTO patents (1976-2016). Task: Predict the product of the given reaction. (1) Given the reactants [Br:1][C:2]1[S:6][C:5]([Cl:7])=[C:4]([C:8]([C:10]2[CH:15]=[CH:14][C:13]([O:16][CH3:17])=[CH:12][CH:11]=2)=O)[CH:3]=1.C([SiH](CC)CC)C.B(F)(F)F.CCOCC.C([O-])([O-])=O.[K+].[K+], predict the reaction product. The product is: [Br:1][C:2]1[S:6][C:5]([Cl:7])=[C:4]([CH2:8][C:10]2[CH:15]=[CH:14][C:13]([O:16][CH3:17])=[CH:12][CH:11]=2)[CH:3]=1. (2) Given the reactants [CH:1]1[C:6]([C:7](Cl)=[O:8])=[CH:5][C:4]2[C:10]([O:12][C:13](=[O:14])[C:3]=2[CH:2]=1)=[O:11].C1(=O)[O:21]CCCCC1.N1C=CC=CC=1.[OH2:29], predict the reaction product. The product is: [C:13]([OH:12])(=[O:14])[C:3]1[C:4](=[CH:5][C:6](=[CH:1][CH:2]=1)[C:7]([OH:21])=[O:8])[C:10]([OH:11])=[O:29]. (3) The product is: [CH2:1]([O:8][CH2:9][CH2:10][CH2:11][C:12]1[N:13]=[C:14]([C:28]2[CH:29]=[CH:30][C:31]([C:34]([F:36])([F:35])[F:37])=[CH:32][CH:33]=2)[S:15][C:16]=1[CH2:17][O:18][C:19]1[CH:26]=[CH:25][C:22]([C:23]([NH:39][OH:40])=[NH:24])=[C:21]([F:27])[CH:20]=1)[C:2]1[CH:7]=[CH:6][CH:5]=[CH:4][CH:3]=1. Given the reactants [CH2:1]([O:8][CH2:9][CH2:10][CH2:11][C:12]1[N:13]=[C:14]([C:28]2[CH:33]=[CH:32][C:31]([C:34]([F:37])([F:36])[F:35])=[CH:30][CH:29]=2)[S:15][C:16]=1[CH2:17][O:18][C:19]1[CH:26]=[CH:25][C:22]([C:23]#[N:24])=[C:21]([F:27])[CH:20]=1)[C:2]1[CH:7]=[CH:6][CH:5]=[CH:4][CH:3]=1.Cl.[NH2:39][OH:40].C(N(CC)CC)C, predict the reaction product. (4) Given the reactants [CH2:1]([O:8][C:9](=[O:47])[NH:10][C@H:11]([C:13](=[O:46])[NH:14][C@H:15]([C:23](=[O:45])[NH:24][C@@H:25]([CH2:38][C:39]1[CH:44]=[CH:43][CH:42]=[CH:41][CH:40]=1)[CH:26]([C:28](=[O:37])[NH:29][CH2:30][C:31]1[CH:36]=[CH:35][CH:34]=[CH:33][CH:32]=1)[OH:27])[CH2:16][C:17]1[CH:22]=[CH:21][CH:20]=[CH:19][N:18]=1)[CH3:12])[C:2]1[CH:7]=[CH:6][CH:5]=[CH:4][CH:3]=1.CC(OI1(OC(C)=O)(OC(C)=O)OC(=O)C2C=CC=CC1=2)=O, predict the reaction product. The product is: [CH2:1]([O:8][C:9](=[O:47])[NH:10][C@H:11]([C:13](=[O:46])[NH:14][C@H:15]([C:23](=[O:45])[NH:24][C@@H:25]([CH2:38][C:39]1[CH:40]=[CH:41][CH:42]=[CH:43][CH:44]=1)[C:26]([C:28](=[O:37])[NH:29][CH2:30][C:31]1[CH:32]=[CH:33][CH:34]=[CH:35][CH:36]=1)=[O:27])[CH2:16][C:17]1[CH:22]=[CH:21][CH:20]=[CH:19][N:18]=1)[CH3:12])[C:2]1[CH:3]=[CH:4][CH:5]=[CH:6][CH:7]=1. (5) The product is: [Cl:1][C:2]1[N:7]=[C:6]([N:15]([C:14]2[CH:17]=[CH:18][C:11]([O:10][CH3:9])=[CH:12][CH:13]=2)[CH3:16])[CH:5]=[CH:4][N:3]=1. Given the reactants [Cl:1][C:2]1[N:7]=[C:6](Cl)[CH:5]=[CH:4][N:3]=1.[CH3:9][O:10][C:11]1[CH:18]=[CH:17][C:14]([NH:15][CH3:16])=[CH:13][CH:12]=1.Cl.C([O-])([O-])=O.[Na+].[Na+], predict the reaction product. (6) Given the reactants [C:1]([O:5][C:6]([N:8]([CH2:14][C@H:15]1[CH2:20][CH2:19][C@H:18]([N:21]2[C:26]3[C:27]4[CH:33]=[CH:32][N:31]([CH2:34][O:35][CH2:36][CH2:37][Si:38]([CH3:41])([CH3:40])[CH3:39])[C:28]=4[N:29]=[CH:30][C:25]=3[C:24](=[O:42])[N:23]([CH2:43][C:44](O)=[O:45])[CH2:22]2)[CH2:17][CH2:16]1)[CH2:9][C:10]([F:13])([F:12])[F:11])=[O:7])([CH3:4])([CH3:3])[CH3:2].[CH3:47][NH:48][CH3:49].CN(C(ON1N=NC2C=CC=NC1=2)=[N+](C)C)C.F[P-](F)(F)(F)(F)F.C(N(CC)C(C)C)(C)C.[Cl-].[NH4+], predict the reaction product. The product is: [CH3:47][N:48]([CH3:49])[C:44](=[O:45])[CH2:43][N:23]1[C:24](=[O:42])[C:25]2[CH:30]=[N:29][C:28]3[N:31]([CH2:34][O:35][CH2:36][CH2:37][Si:38]([CH3:39])([CH3:41])[CH3:40])[CH:32]=[CH:33][C:27]=3[C:26]=2[N:21]([C@H:18]2[CH2:19][CH2:20][C@H:15]([CH2:14][N:8]([CH2:9][C:10]([F:13])([F:11])[F:12])[C:6](=[O:7])[O:5][C:1]([CH3:4])([CH3:3])[CH3:2])[CH2:16][CH2:17]2)[CH2:22]1. (7) Given the reactants C(NC(C)C)(C)C.[Li]CCCC.[F:13][C:14]1[C:19]([F:20])=[CH:18][CH:17]=[CH:16][N:15]=1.[B:21](OC(C)C)([O:26]C(C)C)[O:22]C(C)C, predict the reaction product. The product is: [F:13][C:14]1[C:19]([F:20])=[C:18]([B:21]([OH:26])[OH:22])[CH:17]=[CH:16][N:15]=1.